Dataset: Full USPTO retrosynthesis dataset with 1.9M reactions from patents (1976-2016). Task: Predict the reactants needed to synthesize the given product. (1) Given the product [NH2:8][C@H:9]([CH3:10])[C:11]([NH:12][C:13]1[CH:14]=[C:15]([Cl:21])[C:16]([F:20])=[C:17]([Cl:19])[CH:18]=1)=[O:22], predict the reactants needed to synthesize it. The reactants are: Cl.C(OC(=O)[NH:8][C@@H:9]([C:11](=[O:22])[NH:12][C:13]1[CH:18]=[C:17]([Cl:19])[C:16]([F:20])=[C:15]([Cl:21])[CH:14]=1)[CH3:10])(C)(C)C.C(Cl)Cl. (2) Given the product [N:22]1[C:23]2[C:18](=[CH:17][CH:16]=[C:15]([NH:14][C:11]([C:2]3[CH:3]=[CH:4][C:5]4[C:10](=[CH:9][CH:8]=[CH:7][CH:6]=4)[CH:1]=3)=[O:12])[CH:24]=2)[CH:19]=[CH:20][CH:21]=1, predict the reactants needed to synthesize it. The reactants are: [CH:1]1[C:10]2[C:5](=[CH:6][CH:7]=[CH:8][CH:9]=2)[CH:4]=[CH:3][C:2]=1[C:11](Cl)=[O:12].[NH2:14][C:15]1[CH:24]=[C:23]2[C:18]([CH:19]=[CH:20][CH:21]=[N:22]2)=[CH:17][CH:16]=1. (3) Given the product [OH:8][C:5]1[C:4]([C:9]([CH3:15])([CH3:14])[C:10]([CH3:13])([CH3:12])[CH3:11])=[CH:3][C:2]([CH3:1])=[CH:7][C:6]=1[C:31]([NH:30][C:18]1[CH:17]=[CH:22][C:21]([S:23]([C:26]([F:28])([F:27])[F:29])(=[O:24])=[O:25])=[CH:20][CH:19]=1)=[O:32], predict the reactants needed to synthesize it. The reactants are: [CH3:1][C:2]1[CH:7]=[CH:6][C:5]([OH:8])=[C:4]([C:9]([CH3:15])([CH3:14])[C:10]([CH3:13])([CH3:12])[CH3:11])[CH:3]=1.Cl[C:17]1[CH:22]=[C:21]([S:23]([C:26]([F:29])([F:28])[F:27])(=[O:25])=[O:24])[CH:20]=[CH:19][C:18]=1[N:30]=[C:31]=[O:32].